Dataset: Full USPTO retrosynthesis dataset with 1.9M reactions from patents (1976-2016). Task: Predict the reactants needed to synthesize the given product. (1) Given the product [C:18]([NH:17][C:14]1[S:15][CH:16]=[C:12]([CH2:11][CH2:10][C:7]2[CH:8]=[CH:9][C:4]([CH2:3][CH2:2][NH:1][C:30]([NH:29][C:21](=[O:28])[C:22]3[CH:23]=[CH:24][CH:25]=[CH:26][CH:27]=3)=[S:31])=[CH:5][CH:6]=2)[N:13]=1)(=[O:20])[CH3:19], predict the reactants needed to synthesize it. The reactants are: [NH2:1][CH2:2][CH2:3][C:4]1[CH:9]=[CH:8][C:7]([CH2:10][CH2:11][C:12]2[N:13]=[C:14]([NH:17][C:18](=[O:20])[CH3:19])[S:15][CH:16]=2)=[CH:6][CH:5]=1.[C:21]([N:29]=[C:30]=[S:31])(=[O:28])[C:22]1[CH:27]=[CH:26][CH:25]=[CH:24][CH:23]=1.O. (2) Given the product [N+:1]([C:4]1[N:8]=[C:7]([C:20]2[CH:19]=[CH:18][C:15]([CH:16]=[O:17])=[C:14]([F:13])[CH:21]=2)[NH:6][N:5]=1)([O-:3])=[O:2], predict the reactants needed to synthesize it. The reactants are: [N+:1]([C:4]1[N:8]=[CH:7][NH:6][N:5]=1)([O-:3])=[O:2].[H-].[Na+].[H][H].[F:13][C:14]1[CH:21]=[C:20](F)[CH:19]=[CH:18][C:15]=1[CH:16]=[O:17]. (3) Given the product [Cl:1][C:2]1[CH:7]=[CH:6][CH:5]=[CH:4][C:3]=1[C:8]1[C:21](=[O:22])[N:20]([C:23]2[CH:29]=[CH:30][C:25]([F:24])=[CH:26][CH:27]=2)[C:11]2[N:12]=[C:13]([S:16]([CH3:19])(=[O:17])=[O:18])[N:14]=[CH:15][C:10]=2[CH:9]=1, predict the reactants needed to synthesize it. The reactants are: [Cl:1][C:2]1[CH:7]=[CH:6][CH:5]=[CH:4][C:3]=1[C:8]1[C:21](=[O:22])[N:20]([CH3:23])[C:11]2[N:12]=[C:13]([S:16]([CH3:19])(=[O:18])=[O:17])[N:14]=[CH:15][C:10]=2[CH:9]=1.[F:24][C:25]1[CH:30]=[CH:29]C(N)=[CH:27][CH:26]=1. (4) Given the product [C:3]([C:7]1[N:15]=[C:14]2[C:10]([N:11]=[CH:12][N:13]2[CH2:18][C:19]2[N:23]([CH:24]([CH3:26])[CH3:25])[N:22]=[N:21][N:20]=2)=[C:9]([Cl:16])[N:8]=1)([CH3:6])([CH3:4])[CH3:5], predict the reactants needed to synthesize it. The reactants are: [H-].[Na+].[C:3]([C:7]1[N:15]=[C:14]2[C:10]([N:11]=[CH:12][NH:13]2)=[C:9]([Cl:16])[N:8]=1)([CH3:6])([CH3:5])[CH3:4].Cl[CH2:18][C:19]1[N:23]([CH:24]([CH3:26])[CH3:25])[N:22]=[N:21][N:20]=1.O. (5) Given the product [Cl:1][C:2]1[C:3]([CH3:16])=[C:4]([N+:13]([O-:15])=[O:14])[C:5]([OH:11])=[C:6]([C:8](=[O:10])[CH3:9])[CH:7]=1, predict the reactants needed to synthesize it. The reactants are: [Cl:1][C:2]1[C:3]([CH3:16])=[C:4]([N+:13]([O-:15])=[O:14])[C:5]([O:11]C)=[C:6]([C:8](=[O:10])[CH3:9])[CH:7]=1.B(Br)(Br)Br. (6) Given the product [CH3:19][N:16]1[CH:17]=[CH:18][C:14]([C:11]2[N:30]([C:32]3[CH:33]=[N:34][CH:35]=[CH:36][CH:37]=3)[N:31]=[C:21]([C:20]([O:27][CH2:28][CH3:29])=[O:26])[CH:12]=2)=[CH:15]1, predict the reactants needed to synthesize it. The reactants are: C[Si]([N-][Si](C)(C)C)(C)C.[Li+].[C:11]([C:14]1[CH:18]=[CH:17][N:16]([CH3:19])[CH:15]=1)(=O)[CH3:12].[C:20]([O:27][CH2:28][CH3:29])(=[O:26])[C:21](OCC)=O.[NH:30]([C:32]1[CH:33]=[N:34][CH:35]=[CH:36][CH:37]=1)[NH2:31].Cl. (7) Given the product [NH:18]1[C:29]2[CH:34]=[CH:33][CH:32]=[CH:31][C:30]=2[N:35]=[C:17]1[C:15]1[S:14][C:10]2=[CH:11][N:12]=[CH:13][C:8]([O:7][C:4]3[CH:5]=[CH:6][C:1]([C:19]4[CH:20]=[CH:21][CH:22]=[CH:23][CH:24]=4)=[CH:2][CH:3]=3)=[C:9]2[CH:16]=1, predict the reactants needed to synthesize it. The reactants are: [C:1]1([C:19]2[CH:24]=[CH:23][CH:22]=[CH:21][CH:20]=2)[CH:6]=[CH:5][C:4]([O:7][C:8]2[CH:13]=[N:12][CH:11]=[C:10]3[S:14][C:15]([C:17]#[N:18])=[CH:16][C:9]=23)=[CH:3][CH:2]=1.C(O)C.Cl.[C:29]1(N)[CH:34]=[CH:33][CH:32]=[CH:31][C:30]=1[NH2:35]. (8) Given the product [F:1][C:2]1[CH:7]=[C:6]([N+:8]([O-:10])=[O:9])[C:5]([F:11])=[CH:4][C:3]=1[CH:12]=[O:13], predict the reactants needed to synthesize it. The reactants are: [F:1][C:2]1[CH:7]=[C:6]([N+:8]([O-:10])=[O:9])[C:5]([F:11])=[CH:4][C:3]=1[CH2:12][OH:13].